Dataset: Peptide-MHC class I binding affinity with 185,985 pairs from IEDB/IMGT. Task: Regression. Given a peptide amino acid sequence and an MHC pseudo amino acid sequence, predict their binding affinity value. This is MHC class I binding data. (1) The peptide sequence is KLLSHFYPA. The MHC is HLA-B15:03 with pseudo-sequence HLA-B15:03. The binding affinity (normalized) is 0.844. (2) The peptide sequence is VLEWRFDSRL. The MHC is HLA-C06:02 with pseudo-sequence HLA-C06:02. The binding affinity (normalized) is 0. (3) The peptide sequence is MVSVSDFRDY. The MHC is HLA-A11:01 with pseudo-sequence HLA-A11:01. The binding affinity (normalized) is 0.0962. (4) The peptide sequence is VLSDFKSWL. The MHC is HLA-A02:06 with pseudo-sequence HLA-A02:06. The binding affinity (normalized) is 0.254.